Dataset: NCI-60 drug combinations with 297,098 pairs across 59 cell lines. Task: Regression. Given two drug SMILES strings and cell line genomic features, predict the synergy score measuring deviation from expected non-interaction effect. (1) Drug 1: C1=CC(=CC=C1CC(C(=O)O)N)N(CCCl)CCCl.Cl. Drug 2: CN1C(=O)N2C=NC(=C2N=N1)C(=O)N. Cell line: M14. Synergy scores: CSS=-6.35, Synergy_ZIP=2.51, Synergy_Bliss=2.18, Synergy_Loewe=-7.46, Synergy_HSA=-4.32. (2) Drug 1: CC1C(C(=O)NC(C(=O)N2CCCC2C(=O)N(CC(=O)N(C(C(=O)O1)C(C)C)C)C)C(C)C)NC(=O)C3=C4C(=C(C=C3)C)OC5=C(C(=O)C(=C(C5=N4)C(=O)NC6C(OC(=O)C(N(C(=O)CN(C(=O)C7CCCN7C(=O)C(NC6=O)C(C)C)C)C)C(C)C)C)N)C. Drug 2: CCC1(CC2CC(C3=C(CCN(C2)C1)C4=CC=CC=C4N3)(C5=C(C=C6C(=C5)C78CCN9C7C(C=CC9)(C(C(C8N6C=O)(C(=O)OC)O)OC(=O)C)CC)OC)C(=O)OC)O.OS(=O)(=O)O. Cell line: SK-MEL-5. Synergy scores: CSS=17.2, Synergy_ZIP=-8.95, Synergy_Bliss=-2.28, Synergy_Loewe=-10.2, Synergy_HSA=-2.31.